Dataset: Forward reaction prediction with 1.9M reactions from USPTO patents (1976-2016). Task: Predict the product of the given reaction. (1) Given the reactants [CH2:1]([N:4]1[C:14]2[C:9](=[CH:10][CH:11]=[CH:12][CH:13]=2)[CH2:8][C@H:7]([NH:15]C(OC(C)(C)C)=O)[C:5]1=[O:6])[CH:2]=[CH2:3].[ClH:23], predict the reaction product. The product is: [ClH:23].[CH2:1]([N:4]1[C:14]2[C:9](=[CH:10][CH:11]=[CH:12][CH:13]=2)[CH2:8][C@H:7]([NH2:15])[C:5]1=[O:6])[CH:2]=[CH2:3]. (2) Given the reactants C([Li])CCC.C(NC(C)C)(C)C.[Cl:13][C:14]1[CH:19]=[C:18]([C:20](F)(F)F)[CH:17]=[CH:16][N:15]=1.[I:24]I, predict the reaction product. The product is: [Cl:13][C:14]1[C:19]([I:24])=[C:18]([CH3:20])[CH:17]=[CH:16][N:15]=1. (3) The product is: [NH2:32][C:33]1[CH:40]=[CH:39][C:38]([C:2]2[N:7]=[C:6]3[N:8]([CH2:17][CH2:18][N:19]([CH3:20])[CH3:21])[N:9]=[CH:10][C:5]3=[C:4]([CH:22]([F:23])[F:24])[CH:3]=2)=[CH:37][C:34]=1[C:35]#[N:36]. Given the reactants Cl[C:2]1[N:7]=[C:6]2[N:8]([CH2:17][CH2:18][N:19]([CH3:21])[CH3:20])[N:9]=[C:10](C3C=CC=CC=3)[C:5]2=[C:4]([CH:22]([F:24])[F:23])[CH:3]=1.COCCOC.O.[NH2:32][C:33]1[CH:40]=[CH:39][C:38](B2OC(C)(C)C(C)(C)O2)=[CH:37][C:34]=1[C:35]#[N:36].O.O.P([O-])([O-])([O-])=O.[K+].[K+].[K+], predict the reaction product. (4) Given the reactants Br[C:2]1[N:7]=[C:6]([CH:8]([OH:11])[CH2:9][OH:10])[CH:5]=[CH:4][CH:3]=1.[NH2:12][C:13]1[S:14][C:15]([C:21]2[CH:26]=[CH:25][CH:24]=[CH:23][C:22]=2[F:27])=[CH:16][C:17]=1[C:18]([NH2:20])=[O:19], predict the reaction product. The product is: [OH:11][CH:8]([C:6]1[N:7]=[C:2]([NH:12][C:13]2[S:14][C:15]([C:21]3[CH:26]=[CH:25][CH:24]=[CH:23][C:22]=3[F:27])=[CH:16][C:17]=2[C:18]([NH2:20])=[O:19])[CH:3]=[CH:4][CH:5]=1)[CH2:9][OH:10].